Dataset: Catalyst prediction with 721,799 reactions and 888 catalyst types from USPTO. Task: Predict which catalyst facilitates the given reaction. The catalyst class is: 661. Product: [NH2:1][C:2]1[N:7]=[C:6]([C:8]2[CH:9]=[CH:10][C:11]([F:14])=[CH:12][CH:13]=2)[C:5]([C:15]([O:17][CH2:18][CH3:19])=[O:16])=[C:4]([CH:20]([CH3:21])[CH3:22])[N:3]=1. Reactant: [NH2:1][C:2]1[NH:3][CH:4]([CH:20]([CH3:22])[CH3:21])[C:5]([C:15]([O:17][CH2:18][CH3:19])=[O:16])=[C:6]([C:8]2[CH:13]=[CH:12][C:11]([F:14])=[CH:10][CH:9]=2)[N:7]=1.